From a dataset of Forward reaction prediction with 1.9M reactions from USPTO patents (1976-2016). Predict the product of the given reaction. (1) Given the reactants [CH3:1][C:2]([O:5][C:6]([N:8]1[CH2:14][C:13]2[CH:15]=[C:16](B(O)O)[CH:17]=[CH:18][C:12]=2[O:11][CH2:10][CH2:9]1)=[O:7])([CH3:4])[CH3:3].Br[C:23]1[CH:24]=[CH:25][C:26]([CH:29]=[O:30])=[N:27][CH:28]=1.C(=O)([O-])[O-].[Cs+].[Cs+], predict the reaction product. The product is: [CH:29]([C:26]1[N:27]=[CH:28][C:23]([C:16]2[CH:17]=[CH:18][C:12]3[O:11][CH2:10][CH2:9][N:8]([C:6]([O:5][C:2]([CH3:4])([CH3:3])[CH3:1])=[O:7])[CH2:14][C:13]=3[CH:15]=2)=[CH:24][CH:25]=1)=[O:30]. (2) Given the reactants [NH2:1][C:2]1[N:3]=[CH:4][C:5]2[C:10]([CH:11]=1)=[CH:9][CH:8]=[C:7]([C:12]1[CH:13]=[C:14]([CH:23]=[CH:24][C:25]=1[CH3:26])[C:15]([NH:17][C:18]1([CH3:22])[CH2:21][CH2:20][CH2:19]1)=[O:16])[CH:6]=2.[Cl:27]CCl.ClN1C(=O)CCC1=O, predict the reaction product. The product is: [NH2:1][C:2]1[N:3]=[CH:4][C:5]2[C:10]([C:11]=1[Cl:27])=[CH:9][CH:8]=[C:7]([C:12]1[CH:13]=[C:14]([CH:23]=[CH:24][C:25]=1[CH3:26])[C:15]([NH:17][C:18]1([CH3:22])[CH2:19][CH2:20][CH2:21]1)=[O:16])[CH:6]=2. (3) The product is: [CH2:22]([NH:29][C:7]1[CH:8]=[C:9]2[C:4](=[CH:5][CH:6]=1)[N:3]=[C:2]([NH:18][CH2:17][C:16]1[CH:19]=[CH:20][CH:21]=[C:14]([F:13])[CH:15]=1)[CH:11]=[CH:10]2)[C:23]1[CH:28]=[CH:27][CH:26]=[CH:25][CH:24]=1. Given the reactants Cl[C:2]1[CH:11]=[CH:10][C:9]2[C:4](=[CH:5][CH:6]=[C:7](Cl)[CH:8]=2)[N:3]=1.[F:13][C:14]1[CH:15]=[C:16]([CH:19]=[CH:20][CH:21]=1)[CH2:17][NH2:18].[CH2:22]([NH2:29])[C:23]1[CH:28]=[CH:27][CH:26]=[CH:25][CH:24]=1, predict the reaction product. (4) The product is: [NH2:16][CH2:15][C:14]1[N:5]([CH2:1][CH:2]([CH3:4])[CH3:3])[C:6](=[O:36])[C:7]2[C:12]([C:13]=1[C:24]1[CH:25]=[CH:26][CH:27]=[CH:28][CH:29]=1)=[CH:11][C:10]([C:30]1[O:31][C:32]([CH3:35])=[N:33][N:34]=1)=[CH:9][CH:8]=2. Given the reactants [CH2:1]([N:5]1[C:14]([CH2:15][NH:16]C(=O)OC(C)(C)C)=[C:13]([C:24]2[CH:29]=[CH:28][CH:27]=[CH:26][CH:25]=2)[C:12]2[C:7](=[CH:8][CH:9]=[C:10]([C:30]3[O:31][C:32]([CH3:35])=[N:33][N:34]=3)[CH:11]=2)[C:6]1=[O:36])[CH:2]([CH3:4])[CH3:3].C(OC(=O)C)C.Cl, predict the reaction product. (5) Given the reactants Br[CH2:2][CH2:3][CH:4]([C:9]1[S:10][C:11]2[CH:18]=[C:17]([C:19]([F:22])([F:21])[F:20])[CH:16]=[CH:15][C:12]=2[C:13]=1[CH3:14])[CH2:5][CH2:6][O:7][CH3:8].C(=O)([O-])[O-].[Cs+].[Cs+].[OH:29][C:30]1[CH:35]=[CH:34][C:33]([O:36][CH2:37][C:38]([O:40][CH2:41][CH3:42])=[O:39])=[C:32]([CH3:43])[CH:31]=1, predict the reaction product. The product is: [CH3:43][C:32]1[CH:31]=[C:30]([O:29][CH2:2][CH2:3][CH:4]([C:9]2[S:10][C:11]3[CH:18]=[C:17]([C:19]([F:22])([F:21])[F:20])[CH:16]=[CH:15][C:12]=3[C:13]=2[CH3:14])[CH2:5][CH2:6][O:7][CH3:8])[CH:35]=[CH:34][C:33]=1[O:36][CH2:37][C:38]([O:40][CH2:41][CH3:42])=[O:39]. (6) Given the reactants C(I)I.[CH3:4][Si:5]([CH3:14])([CH3:13])[O:6][C:7]1[CH2:12][CH2:11][CH2:10][CH2:9][CH:8]=1.[CH2:15]([Zn]CC)C.[NH4+].[Cl-], predict the reaction product. The product is: [CH3:4][Si:5]([CH3:14])([CH3:13])[O:6][C:7]12[CH2:15][CH:12]1[CH2:11][CH2:10][CH2:9][CH2:8]2.